Regression. Given two drug SMILES strings and cell line genomic features, predict the synergy score measuring deviation from expected non-interaction effect. From a dataset of NCI-60 drug combinations with 297,098 pairs across 59 cell lines. (1) Drug 1: CC12CCC3C(C1CCC2O)C(CC4=C3C=CC(=C4)O)CCCCCCCCCS(=O)CCCC(C(F)(F)F)(F)F. Drug 2: C1=NC(=NC(=O)N1C2C(C(C(O2)CO)O)O)N. Cell line: UACC62. Synergy scores: CSS=36.2, Synergy_ZIP=2.69, Synergy_Bliss=4.09, Synergy_Loewe=-19.0, Synergy_HSA=-1.57. (2) Drug 1: CNC(=O)C1=CC=CC=C1SC2=CC3=C(C=C2)C(=NN3)C=CC4=CC=CC=N4. Drug 2: C1CCN(CC1)CCOC2=CC=C(C=C2)C(=O)C3=C(SC4=C3C=CC(=C4)O)C5=CC=C(C=C5)O. Cell line: BT-549. Synergy scores: CSS=9.58, Synergy_ZIP=2.98, Synergy_Bliss=10.3, Synergy_Loewe=8.28, Synergy_HSA=8.41.